This data is from Full USPTO retrosynthesis dataset with 1.9M reactions from patents (1976-2016). The task is: Predict the reactants needed to synthesize the given product. (1) Given the product [NH2:79][C@H:57]1[C@H:56]([OH:55])[C@@H:61]([CH:62]2[CH2:64][CH2:63]2)[CH2:60][N:59]([C:65]2[C:70]([NH:71][C:15]([C:13]3[CH:12]=[CH:11][C:10]([F:18])=[C:9]([C:3]4[C:4]([F:8])=[CH:5][CH:6]=[CH:7][C:2]=4[F:1])[N:14]=3)=[O:17])=[CH:69][N:68]=[C:67]3[CH:72]([OH:75])[CH2:73][CH2:74][C:66]=23)[CH2:58]1, predict the reactants needed to synthesize it. The reactants are: [F:1][C:2]1[CH:7]=[CH:6][CH:5]=[C:4]([F:8])[C:3]=1[C:9]1[N:14]=[C:13]([C:15]([OH:17])=O)[CH:12]=[CH:11][C:10]=1[F:18].CN(C(ON1N=NC2C=CC=NC1=2)=[N+](C)C)C.F[P-](F)(F)(F)(F)F.CCN(C(C)C)C(C)C.C([O:55][C@@H:56]1[C@@H:61]([CH:62]2[CH2:64][CH2:63]2)[CH2:60][N:59]([C:65]2[C:70]([NH2:71])=[CH:69][N:68]=[C:67]3[CH:72]([O:75]C(=O)C)[CH2:73][CH2:74][C:66]=23)[CH2:58][C@H:57]1[NH:79]C(OC(C)(C)C)=O)(=O)C. (2) Given the product [Cl:3][C:4]1[CH:11]=[C:10]2[C:7]([C:8]([NH2:9])=[N:1][NH:2]2)=[CH:6][CH:5]=1, predict the reactants needed to synthesize it. The reactants are: [NH2:1][NH2:2].[Cl:3][C:4]1[CH:11]=[CH:10][C:7]([C:8]#[N:9])=[C:6](F)[CH:5]=1. (3) Given the product [CH2:1]([C:8]1[O:12][N:11]=[C:10]([C:13]([NH:15][C@H:16]2[CH2:22][O:21][C:20]3[CH:23]=[CH:24][C:25]([C:27]([NH:44][S:41]([CH3:40])(=[O:43])=[O:42])=[O:29])=[CH:26][C:19]=3[N:18]([CH3:30])[C:17]2=[O:31])=[O:14])[CH:9]=1)[C:2]1[CH:7]=[CH:6][CH:5]=[CH:4][CH:3]=1, predict the reactants needed to synthesize it. The reactants are: [CH2:1]([C:8]1[O:12][N:11]=[C:10]([C:13]([NH:15][C@H:16]2[CH2:22][O:21][C:20]3[CH:23]=[CH:24][C:25]([C:27]([OH:29])=O)=[CH:26][C:19]=3[N:18]([CH3:30])[C:17]2=[O:31])=[O:14])[CH:9]=1)[C:2]1[CH:7]=[CH:6][CH:5]=[CH:4][CH:3]=1.ClC(N(C)C)=C(C)C.[CH3:40][S:41]([NH2:44])(=[O:43])=[O:42]. (4) The reactants are: [F:1][C:2]([F:6])([F:5])[CH2:3][OH:4].CC(C)([O-])C.[K+].Br[C:14]1[CH:19]=[C:18]([Cl:20])[N:17]=[N:16][C:15]=1[NH2:21]. Given the product [Cl:20][C:18]1[N:17]=[N:16][C:15]([NH2:21])=[C:14]([O:4][CH2:3][C:2]([F:6])([F:5])[F:1])[CH:19]=1, predict the reactants needed to synthesize it.